From a dataset of Full USPTO retrosynthesis dataset with 1.9M reactions from patents (1976-2016). Predict the reactants needed to synthesize the given product. (1) Given the product [O:1]=[C:2]1[CH2:7][CH2:6][CH:5]([C:8]([OH:10])=[O:9])[CH2:4][CH2:3]1, predict the reactants needed to synthesize it. The reactants are: [O:1]=[C:2]1[CH2:7][CH2:6][CH:5]([C:8]([O:10]CC)=[O:9])[CH2:4][CH2:3]1.[OH-].[Na+]. (2) Given the product [CH3:20][O:21][C:22]1[CH:35]=[CH:34][CH:33]=[CH:32][C:23]=1[O:24][C:25]1[C:30]([NH:31][C:4]([NH:36][C:37]2[S:38][CH:39]=[CH:40][N:41]=2)=[O:9])=[CH:29][CH:28]=[CH:27][N:26]=1, predict the reactants needed to synthesize it. The reactants are: COC1C=CC=C[C:4]=1[OH:9].BrC1C([N+]([O-])=O)=CC=CN=1.[CH3:20][O:21][C:22]1[CH:35]=[CH:34][CH:33]=[CH:32][C:23]=1[O:24][C:25]1[C:30]([NH2:31])=[CH:29][CH:28]=[CH:27][N:26]=1.[NH2:36][C:37]1[S:38][CH:39]=[CH:40][N:41]=1.